From a dataset of Forward reaction prediction with 1.9M reactions from USPTO patents (1976-2016). Predict the product of the given reaction. (1) The product is: [F:3][C:4]1[CH:24]=[CH:23][C:7]2[C:8]3[C:9](=[O:22])[C:10]([C:17]([OH:19])=[O:18])=[CH:11][N:12]([CH3:16])[C:13]=3[CH:14]=[N:15][C:6]=2[C:5]=1[N:25]1[CH2:30][CH2:29][C:28]([OH:41])([C:31]2[CH:36]=[CH:35][CH:34]=[C:33]([C:37]([F:38])([F:39])[F:40])[CH:32]=2)[CH2:27][CH2:26]1. Given the reactants [OH-].[K+].[F:3][C:4]1[CH:24]=[CH:23][C:7]2[C:8]3[C:9](=[O:22])[C:10]([C:17]([O:19]CC)=[O:18])=[CH:11][N:12]([CH3:16])[C:13]=3[CH:14]=[N:15][C:6]=2[C:5]=1[N:25]1[CH2:30][CH2:29][C:28]([OH:41])([C:31]2[CH:36]=[CH:35][CH:34]=[C:33]([C:37]([F:40])([F:39])[F:38])[CH:32]=2)[CH2:27][CH2:26]1, predict the reaction product. (2) The product is: [NH2:38][CH2:30][C:14]1[N:13]2[C:8]([N:5]3[CH2:4][CH2:3][N:2]([CH3:1])[CH2:7][CH2:6]3)=[CH:9][CH:10]=[CH:11][C:12]2=[N:16][C:15]=1[CH2:17][N:18]([CH3:29])[C@@H:19]1[C:28]2[N:27]=[CH:26][CH:25]=[CH:24][C:23]=2[CH2:22][CH2:21][CH2:20]1. Given the reactants [CH3:1][N:2]1[CH2:7][CH2:6][N:5]([C:8]2[N:13]3[C:14]([CH:30]=O)=[C:15]([CH2:17][N:18]([CH3:29])[C@@H:19]4[C:28]5[N:27]=[CH:26][CH:25]=[CH:24][C:23]=5[CH2:22][CH2:21][CH2:20]4)[N:16]=[C:12]3[CH:11]=[CH:10][CH:9]=2)[CH2:4][CH2:3]1.C([O-])(=O)C.[NH4+].C([BH3-])#[N:38].[Na+].C(=O)([O-])[O-].[Na+].[Na+], predict the reaction product. (3) Given the reactants C(OC(=O)[NH:7][C@H:8]([C:12](=[O:26])[N:13]([CH2:19][C:20]1[CH:25]=[CH:24][CH:23]=[CH:22][CH:21]=1)[CH2:14][CH2:15][N:16]([CH3:18])[CH3:17])[CH:9]([CH3:11])[CH3:10])(C)(C)C, predict the reaction product. The product is: [NH2:7][CH:8]([CH:9]([CH3:11])[CH3:10])[C:12]([N:13]([CH2:19][C:20]1[CH:21]=[CH:22][CH:23]=[CH:24][CH:25]=1)[CH2:14][CH2:15][N:16]([CH3:18])[CH3:17])=[O:26]. (4) Given the reactants [CH2:1]([O:8][C:9]1[CH:10]=[C:11]([C:15]2[CH:16]=[C:17]3[C:22](=[N:23][CH:24]=2)[N:21]([C:25]([NH:27]C(=O)C2C=CC=CC=2)=[O:26])[CH2:20][CH2:19][CH2:18]3)[CH:12]=[N:13][CH:14]=1)[C:2]1[CH:7]=[CH:6][CH:5]=[CH:4][CH:3]=1.C(=O)([O-])[O-].[K+].[K+], predict the reaction product. The product is: [CH2:1]([O:8][C:9]1[CH:10]=[C:11]([C:15]2[CH:16]=[C:17]3[C:22](=[N:23][CH:24]=2)[N:21]([C:25]([NH2:27])=[O:26])[CH2:20][CH2:19][CH2:18]3)[CH:12]=[N:13][CH:14]=1)[C:2]1[CH:7]=[CH:6][CH:5]=[CH:4][CH:3]=1. (5) Given the reactants Br[CH2:2][CH2:3][O:4][C:5]1[CH:14]=[C:13]2[C:8]([C:9]([O:15][C:16]3[CH:21]=[CH:20][C:19]([NH:22][C:23]([NH:25][CH2:26][CH2:27][CH3:28])=[O:24])=[C:18]([Cl:29])[CH:17]=3)=[CH:10][CH:11]=[N:12]2)=[CH:7][C:6]=1[O:30][CH3:31].C(=O)([O-])[O-].[K+].[K+].[CH3:38][N:39]1[CH2:44][CH2:43][NH:42][CH2:41][CH2:40]1.O, predict the reaction product. The product is: [Cl:29][C:18]1[CH:17]=[C:16]([O:15][C:9]2[C:8]3[C:13](=[CH:14][C:5]([O:4][CH2:3][CH2:2][N:42]4[CH2:43][CH2:44][N:39]([CH3:38])[CH2:40][CH2:41]4)=[C:6]([O:30][CH3:31])[CH:7]=3)[N:12]=[CH:11][CH:10]=2)[CH:21]=[CH:20][C:19]=1[NH:22][C:23]([NH:25][CH2:26][CH2:27][CH3:28])=[O:24].